Regression. Given a peptide amino acid sequence and an MHC pseudo amino acid sequence, predict their binding affinity value. This is MHC class I binding data. From a dataset of Peptide-MHC class I binding affinity with 185,985 pairs from IEDB/IMGT. (1) The peptide sequence is SCQGSDDIRK. The MHC is HLA-A03:01 with pseudo-sequence HLA-A03:01. The binding affinity (normalized) is 0. (2) The peptide sequence is MLLQFAYSNR. The MHC is HLA-A68:01 with pseudo-sequence HLA-A68:01. The binding affinity (normalized) is 0.637. (3) The peptide sequence is FLDLPLPWA. The MHC is HLA-A02:17 with pseudo-sequence HLA-A02:17. The binding affinity (normalized) is 0.567. (4) The binding affinity (normalized) is 0.236. The peptide sequence is QEAYEQAVA. The MHC is HLA-B18:01 with pseudo-sequence HLA-B18:01. (5) The peptide sequence is DSPLTLLIK. The MHC is HLA-A03:01 with pseudo-sequence HLA-A03:01. The binding affinity (normalized) is 0. (6) The peptide sequence is KEGVSVTVT. The MHC is HLA-B45:01 with pseudo-sequence HLA-B45:01. The binding affinity (normalized) is 0.726. (7) The peptide sequence is YRLVSAVEK. The MHC is HLA-B73:01 with pseudo-sequence HLA-B73:01. The binding affinity (normalized) is 0.0847. (8) The peptide sequence is EILWDVIPF. The MHC is HLA-B46:01 with pseudo-sequence HLA-B46:01. The binding affinity (normalized) is 0.0847.